From a dataset of Forward reaction prediction with 1.9M reactions from USPTO patents (1976-2016). Predict the product of the given reaction. (1) Given the reactants [CH3:1][C:2]([NH:7][C:8](=[O:32])[C:9]1[CH:14]=[CH:13][C:12]([S:15](=[O:31])(=[O:30])[NH:16][C:17]2[CH:22]=[CH:21][CH:20]=[CH:19][C:18]=2[O:23][C:24]2[CH:29]=[CH:28][CH:27]=[CH:26][CH:25]=2)=[CH:11][CH:10]=1)([CH3:6])[C:3](O)=[O:4].[C:33]([O:37][C:38]([N:40]1[CH2:45][CH2:44][CH:43]([CH2:46][NH2:47])[CH2:42][CH2:41]1)=[O:39])([CH3:36])([CH3:35])[CH3:34], predict the reaction product. The product is: [C:33]([O:37][C:38]([N:40]1[CH2:45][CH2:44][CH:43]([CH2:46][NH:47][C:3](=[O:4])[C:2]([CH3:1])([NH:7][C:8](=[O:32])[C:9]2[CH:14]=[CH:13][C:12]([S:15](=[O:30])(=[O:31])[NH:16][C:17]3[CH:22]=[CH:21][CH:20]=[CH:19][C:18]=3[O:23][C:24]3[CH:25]=[CH:26][CH:27]=[CH:28][CH:29]=3)=[CH:11][CH:10]=2)[CH3:6])[CH2:42][CH2:41]1)=[O:39])([CH3:36])([CH3:35])[CH3:34]. (2) Given the reactants Cl[C:2]1([C:13]2[CH:18]=[CH:17][C:16]([CH:19]([CH3:21])[CH3:20])=[CH:15][C:14]=2[O:22][CH3:23])[C:10](=[O:11])[C:9]2[C:4](=[CH:5][CH:6]=[CH:7][CH:8]=2)[C:3]1=[O:12].[I-].[Na+].[N-:26]=[N+:27]=[N-:28].[Na+], predict the reaction product. The product is: [N:26]([C:2]1([C:13]2[CH:18]=[CH:17][C:16]([CH:19]([CH3:21])[CH3:20])=[CH:15][C:14]=2[O:22][CH3:23])[C:10](=[O:11])[C:9]2[C:4](=[CH:5][CH:6]=[CH:7][CH:8]=2)[C:3]1=[O:12])=[N+:27]=[N-:28]. (3) Given the reactants C[O:2][C:3](=[O:28])[C@H:4]([CH2:13][S:14][C:15]1[CH:20]=[CH:19][C:18]([C:21]([O:23][CH2:24][CH:25]=[CH2:26])=[O:22])=[CH:17][C:16]=1[NH2:27])[NH:5][C:6]([O:8][C:9]([CH3:12])([CH3:11])[CH3:10])=[O:7].P([O-])([O-])([O-])=O.[Na+].[Na+].[Na+].[OH-].[Na+], predict the reaction product. The product is: [C:9]([O:8][C:6]([NH:5][C@H:4]([C:3]([OH:28])=[O:2])[CH2:13][S:14][C:15]1[CH:20]=[CH:19][C:18]([C:21]([O:23][CH2:24][CH:25]=[CH2:26])=[O:22])=[CH:17][C:16]=1[NH2:27])=[O:7])([CH3:10])([CH3:11])[CH3:12]. (4) Given the reactants [NH2:1][C:2]1[CH:3]=[C:4]([CH:8]=[CH:9][CH:10]=1)[C:5]([OH:7])=[O:6].Cl[C:12]([O:14][C:15]1[CH:20]=[CH:19][CH:18]=[CH:17][CH:16]=1)=[O:13], predict the reaction product. The product is: [C:15]1([O:14][C:12]([NH:1][C:2]2[CH:3]=[C:4]([CH:8]=[CH:9][CH:10]=2)[C:5]([OH:7])=[O:6])=[O:13])[CH:20]=[CH:19][CH:18]=[CH:17][CH:16]=1. (5) Given the reactants CC1NC(C2C=C(C=CC=2C)C(O)=O)=C(C)N=1.[CH3:18][C:19]1[CH:28]=[C:27]([CH3:29])[C:26]([C:30]2[NH:34][C:33]([CH:35]3[CH2:38][O:37][CH2:36]3)=[N:32][C:31]=2[CH3:39])=[CH:25][C:20]=1[C:21]([O:23]C)=[O:22].CC1NC(C2C=C(C=CC=2C)C(OC)=O)=C(C)N=1, predict the reaction product. The product is: [CH3:18][C:19]1[CH:28]=[C:27]([CH3:29])[C:26]([C:30]2[NH:34][C:33]([CH:35]3[CH2:38][O:37][CH2:36]3)=[N:32][C:31]=2[CH3:39])=[CH:25][C:20]=1[C:21]([OH:23])=[O:22].